Dataset: Reaction yield outcomes from USPTO patents with 853,638 reactions. Task: Predict the reaction yield, written as a fraction of the theoretical maximum amount of product (1.0 means a 100% yield; for example, 0.34 means a 34% yield). (1) The reactants are [F:1][C:2]1[C:3]([F:16])=[C:4]([C:13](O)=[O:14])[C:5]2[O:9][C:8]([CH3:11])([CH3:10])[CH2:7][C:6]=2[CH:12]=1.Cl.[OH-].[Na+]. No catalyst specified. The product is [F:1][C:2]1[C:3]([F:16])=[C:4]([CH2:13][OH:14])[C:5]2[O:9][C:8]([CH3:11])([CH3:10])[CH2:7][C:6]=2[CH:12]=1. The yield is 0.570. (2) The reactants are [NH2:1][C@@H:2]1[C:11]2[C:6](=[CH:7][CH:8]=[CH:9][CH:10]=2)[C@H:5]([OH:12])[CH2:4][CH2:3]1.[H-].[Na+].[CH2:15]1[C:17]2([CH2:22][CH2:21][CH2:20][CH2:19][N:18]2[C:23]2[N:27]3[CH:28]=[C:29](F)[CH:30]=[CH:31][C:26]3=[N:25][N:24]=2)[CH2:16]1.O. The catalyst is CN(C=O)C. The product is [CH2:16]1[C:17]2([CH2:22][CH2:21][CH2:20][CH2:19][N:18]2[C:23]2[N:27]3[CH:28]=[C:29]([O:12][C@H:5]4[C:6]5[C:11](=[CH:10][CH:9]=[CH:8][CH:7]=5)[C@@H:2]([NH2:1])[CH2:3][CH2:4]4)[CH:30]=[CH:31][C:26]3=[N:25][N:24]=2)[CH2:15]1. The yield is 0.630. (3) The reactants are [Br:1][C:2]1[CH:7]=[CH:6][CH:5]=[CH:4][C:3]=1[OH:8].[CH2:9](Br)[C:10]#[CH:11].C(=O)([O-])[O-].[K+].[K+].C(OCC)(=O)C. The catalyst is CN(C=O)C. The product is [CH2:11]([O:8][C:3]1[CH:4]=[CH:5][CH:6]=[CH:7][C:2]=1[Br:1])[C:10]#[CH:9]. The yield is 0.980. (4) The reactants are [F:1][CH:2]([F:37])[O:3][C:4]1[CH:36]=[CH:35][CH:34]=[CH:33][C:5]=1[CH2:6][C:7]1[N:11]2[CH:12]=[C:13]([C:16]3[CH:17]=[N:18][C:19]([N:22]4[CH2:26][CH2:25][CH:24]([C:27]([O:29]CC)=[O:28])[CH2:23]4)=[N:20][CH:21]=3)[CH:14]=[CH:15][C:10]2=[N:9][C:8]=1[CH3:32].[OH-].[Na+]. The catalyst is C1COCC1.O. The product is [F:37][CH:2]([F:1])[O:3][C:4]1[CH:36]=[CH:35][CH:34]=[CH:33][C:5]=1[CH2:6][C:7]1[N:11]2[CH:12]=[C:13]([C:16]3[CH:21]=[N:20][C:19]([N:22]4[CH2:26][CH2:25][CH:24]([C:27]([OH:29])=[O:28])[CH2:23]4)=[N:18][CH:17]=3)[CH:14]=[CH:15][C:10]2=[N:9][C:8]=1[CH3:32]. The yield is 0.170.